Dataset: Peptide-MHC class II binding affinity with 134,281 pairs from IEDB. Task: Regression. Given a peptide amino acid sequence and an MHC pseudo amino acid sequence, predict their binding affinity value. This is MHC class II binding data. The peptide sequence is QPFPKTVWEQILNTW. The MHC is HLA-DPA10103-DPB10201 with pseudo-sequence HLA-DPA10103-DPB10201. The binding affinity (normalized) is 0.484.